From a dataset of Peptide-MHC class II binding affinity with 134,281 pairs from IEDB. Regression. Given a peptide amino acid sequence and an MHC pseudo amino acid sequence, predict their binding affinity value. This is MHC class II binding data. The peptide sequence is GAEVHIGNGGPCLFM. The MHC is DRB1_1201 with pseudo-sequence DRB1_1201. The binding affinity (normalized) is 0.208.